Dataset: Catalyst prediction with 721,799 reactions and 888 catalyst types from USPTO. Task: Predict which catalyst facilitates the given reaction. (1) Reactant: OC1C(O)=CC=CC=1[C:9]1[S:10][CH2:11][C@@H:12]([C:14](O)=[O:15])[N:13]=1.S([O:22][CH3:23])(OC)(=O)=O.[C:24](=[O:27])([O-])[O-].[K+].[K+].[CH3:30][CH2:31][CH2:32][CH2:33][CH2:34][CH3:35].C[C:37](C)=[O:38]. Product: [CH3:37][O:38][C:32]1[C:31]([O:27][CH3:24])=[CH:30][CH:35]=[CH:34][C:33]=1[C:9]1[S:10][CH2:11][C@@H:12]([C:14]([O:22][CH3:23])=[O:15])[N:13]=1. The catalyst class is: 13. (2) Reactant: [Br:1][CH2:2][C:3]1[CH:12]=[CH:11][C:6]([C:7]([O:9][CH3:10])=[O:8])=[C:5]([C:13]2[CH:18]=[CH:17][CH:16]=[CH:15][CH:14]=2)[CH:4]=1.[C:19]1([P:25]([C:32]2[CH:37]=[CH:36][CH:35]=[CH:34][CH:33]=2)[C:26]2[CH:31]=[CH:30][CH:29]=[CH:28][CH:27]=2)[CH:24]=[CH:23][CH:22]=[CH:21][CH:20]=1. The catalyst class is: 11. Product: [Br-:1].[CH3:10][O:9][C:7]([C:6]1[CH:11]=[CH:12][C:3]([CH2:2][P+:25]([C:26]2[CH:27]=[CH:28][CH:29]=[CH:30][CH:31]=2)([C:32]2[CH:37]=[CH:36][CH:35]=[CH:34][CH:33]=2)[C:19]2[CH:20]=[CH:21][CH:22]=[CH:23][CH:24]=2)=[CH:4][C:5]=1[C:13]1[CH:18]=[CH:17][CH:16]=[CH:15][CH:14]=1)=[O:8]. (3) Reactant: O[CH2:2][CH:3]([CH2:5]O)O.[CH3:7][O:8][CH2:9][CH2:10][O:11][C:12]1[CH:17]=[CH:16][C:15]([NH2:18])=[C:14]([N+:19]([O-:21])=[O:20])[CH:13]=1.[Na+].[I-].OS(O)(=O)=O. Product: [CH3:7][O:8][CH2:9][CH2:10][O:11][C:12]1[CH:17]=[C:16]2[C:15](=[C:14]([N+:19]([O-:21])=[O:20])[CH:13]=1)[N:18]=[CH:5][CH:3]=[CH:2]2. The catalyst class is: 34. (4) Reactant: [C:1]([C:4]1[C:5]([C:22]2[CH:27]=[CH:26][CH:25]=[C:24]([F:28])[CH:23]=2)=[C:6]([C:20]#[N:21])[N:7]2[CH2:12][CH2:11][N:10](C(OC(C)(C)C)=O)[CH2:9][C:8]=12)(=[O:3])[NH2:2].FC(F)(F)C(O)=O. The catalyst class is: 4. Product: [C:20]([C:6]1[N:7]2[CH2:12][CH2:11][NH:10][CH2:9][C:8]2=[C:4]([C:1]([NH2:2])=[O:3])[C:5]=1[C:22]1[CH:27]=[CH:26][CH:25]=[C:24]([F:28])[CH:23]=1)#[N:21]. (5) Reactant: [CH2:1]1[C:5]2([CH2:10][CH2:9][NH:8][CH2:7][CH2:6]2)[CH2:4][CH:3]=[CH:2]1.CCN(CC)CC.Cl[C:19]([O:21][CH2:22][C:23]1[CH:28]=[CH:27][CH:26]=[CH:25][CH:24]=1)=[O:20]. Product: [CH2:4]1[C:5]2([CH2:10][CH2:9][N:8]([C:19]([O:21][CH2:22][C:23]3[CH:28]=[CH:27][CH:26]=[CH:25][CH:24]=3)=[O:20])[CH2:7][CH2:6]2)[CH2:1][CH:2]=[CH:3]1. The catalyst class is: 2. (6) Reactant: BrC1C=CC([C:8]2[CH:21]=[CH:20][C:19]3[C:10](=[C:11]([C:28]4[CH:33]=[CH:32][CH:31]=[CH:30][CH:29]=4)[C:12]4[C:17]([C:18]=3[C:22]3[CH:27]=[CH:26][CH:25]=[CH:24][CH:23]=3)=[CH:16][CH:15]=[CH:14][CH:13]=4)[CH:9]=2)=CC=1.[CH:34]1[C:50]2[C:42]3[C:43]4[CH:49]=[CH:48][CH:47]=[CH:46][C:44]=4OC=3C(B(O)O)=[CH:39][C:38]=2[CH:37]=[CH:36][CH:35]=1.[C:54]1([CH3:60])[CH:59]=[CH:58][CH:57]=[CH:56][CH:55]=1.[C:61](=[O:64])([O-])[O-].[Na+].[Na+]. Product: [C:28]1([C:11]2[C:23]3[C:22]([C:18]([C:17]4[CH:12]=[CH:13][CH:14]=[CH:15][CH:16]=4)=[C:19]4[C:10]=2[CH:9]=[C:8]([C:57]2[CH:58]=[CH:59][C:54]([C:60]5[C:61]6[O:64][C:44]7[CH:46]=[CH:47][CH:48]=[CH:49][C:43]=7[C:42]=6[C:50]6[CH:34]=[CH:35][CH:36]=[CH:37][C:38]=6[CH:39]=5)=[CH:55][CH:56]=2)[CH:21]=[CH:20]4)=[CH:27][CH:26]=[CH:25][CH:24]=3)[CH:29]=[CH:30][CH:31]=[CH:32][CH:33]=1. The catalyst class is: 461. (7) Reactant: [CH3:1][N:2]1[CH2:7][CH2:6][CH:5]([O:8][C:9]([CH:11]([O:20][C:21]2[CH:26]=[CH:25][C:24]([Cl:27])=[CH:23][CH:22]=2)[O:12][C:13]2[CH:18]=[CH:17][C:16]([Cl:19])=[CH:15][CH:14]=2)=[O:10])[CH2:4][CH2:3]1.[CH2:28]([C:32]([CH3:34])=[O:33])[CH:29]([CH3:31])[CH3:30]. Product: [CH3:1][N:2]1[CH2:7][CH2:6][CH:5]([O:8][C:9]([CH:11]([O:20][C:21]2[CH:22]=[CH:23][C:24]([Cl:27])=[CH:25][CH:26]=2)[O:12][C:13]2[CH:14]=[CH:15][C:16]([Cl:19])=[CH:17][CH:18]=2)=[O:10])[CH2:4][CH2:3]1.[CH3:30][CH:29]([CH2:28][C:32]([CH3:34])=[O:33])[CH3:31]. The catalyst class is: 45. (8) Reactant: [F:1][C:2]1[CH:3]=[C:4]([CH:7]=[CH:8][C:9]=1[CH3:10])[C:5]#[N:6].C(O)C.[NH2:14][OH:15]. Product: [F:1][C:2]1[CH:3]=[C:4]([CH:7]=[CH:8][C:9]=1[CH3:10])[C:5](=[N:14][OH:15])[NH2:6]. The catalyst class is: 6. (9) Reactant: [F:1][C:2]([F:12])([C:5]1[CH:10]=[CH:9][CH:8]=[C:7]([CH3:11])[N:6]=1)[CH2:3][NH2:4].[CH2:13]([O:15][C:16](=[O:28])[CH2:17][C:18]1[C:23]([C:24]#[N:25])=[CH:22][CH:21]=[C:20](F)[C:19]=1[F:27])[CH3:14]. Product: [CH2:13]([O:15][C:16](=[O:28])[CH2:17][C:18]1[C:23]([C:24]#[N:25])=[CH:22][CH:21]=[C:20]([NH:4][CH2:3][C:2]([F:1])([F:12])[C:5]2[CH:10]=[CH:9][CH:8]=[C:7]([CH3:11])[N:6]=2)[C:19]=1[F:27])[CH3:14]. The catalyst class is: 16.